From a dataset of Catalyst prediction with 721,799 reactions and 888 catalyst types from USPTO. Predict which catalyst facilitates the given reaction. (1) Reactant: [Si]([O:8][CH2:9][C:10]1[O:14][N:13]=[C:12]([NH:15][C:16]([N:18]2[CH2:23][CH2:22][O:21][C:20]3[CH:24]=[C:25]([O:28][C:29]4[C:38]5[C:33](=[CH:34][C:35]([O:41][CH3:42])=[C:36]([O:39][CH3:40])[CH:37]=5)[N:32]=[CH:31][CH:30]=4)[CH:26]=[CH:27][C:19]2=3)=[O:17])[CH:11]=1)(C(C)(C)C)(C)C.[ClH:43]. Product: [ClH:43].[CH3:40][O:39][C:36]1[CH:37]=[C:38]2[C:33](=[CH:34][C:35]=1[O:41][CH3:42])[N:32]=[CH:31][CH:30]=[C:29]2[O:28][C:25]1[CH:26]=[CH:27][C:19]2[N:18]([C:16]([NH:15][C:12]3[CH:11]=[C:10]([CH2:9][OH:8])[O:14][N:13]=3)=[O:17])[CH2:23][CH2:22][O:21][C:20]=2[CH:24]=1. The catalyst class is: 14. (2) The catalyst class is: 77. Reactant: C[Si](C)(C)CCO[CH2:6][N:7](COCC[Si](C)(C)C)[C:8]1[N:13]2[N:14]=[CH:15][C:16]([C:17]3[CH:18]=[N:19][C:20]([C:23]4[CH:28]=[CH:27][CH:26]=[CH:25][CH:24]=4)=[CH:21][CH:22]=3)=[C:12]2[N:11]=[C:10]([O:29][CH:30]2[CH2:35][CH2:34][N:33](C(OC(C)(C)C)=O)[CH2:32][CH2:31]2)[C:9]=1Br.[CH2:54]([Sn](CCCC)(CCCC)/C=C\OCC)CCC. Product: [C:23]1([C:20]2[N:19]=[CH:18][C:17]([C:16]3[CH:15]=[N:14][N:13]4[C:8]5[NH:7][CH:6]=[CH:54][C:9]=5[C:10]([O:29][CH:30]5[CH2:35][CH2:34][NH:33][CH2:32][CH2:31]5)=[N:11][C:12]=34)=[CH:22][CH:21]=2)[CH:28]=[CH:27][CH:26]=[CH:25][CH:24]=1.